Dataset: Forward reaction prediction with 1.9M reactions from USPTO patents (1976-2016). Task: Predict the product of the given reaction. (1) Given the reactants [CH3:1][C:2]([CH3:23])([CH3:22])[CH2:3][N:4]([CH2:13][C:14]1[CH:19]=[CH:18][C:17]([C:20]#[CH:21])=[CH:16][CH:15]=1)[C:5]1[CH:10]=[CH:9][N:8]=[C:7]([C:11]#[N:12])[N:6]=1, predict the reaction product. The product is: [CH3:1][C:2]([CH3:22])([CH3:23])[CH2:3][N:4]([CH2:13][C:14]1[CH:15]=[CH:16][C:17]([CH2:20][CH3:21])=[CH:18][CH:19]=1)[C:5]1[CH:10]=[CH:9][N:8]=[C:7]([C:11]#[N:12])[N:6]=1. (2) Given the reactants [N:1]1([C:10]2[S:14][C:13]([CH2:15][OH:16])=[C:12]([O:17][CH2:18][C:19]3[CH:24]=[CH:23][CH:22]=[CH:21][C:20]=3[CH3:25])[CH:11]=2)[C:5]2[CH:6]=[CH:7][CH:8]=[CH:9][C:4]=2[N:3]=[CH:2]1, predict the reaction product. The product is: [N:1]1([C:10]2[S:14][C:13]([CH:15]=[O:16])=[C:12]([O:17][CH2:18][C:19]3[CH:24]=[CH:23][CH:22]=[CH:21][C:20]=3[CH3:25])[CH:11]=2)[C:5]2[CH:6]=[CH:7][CH:8]=[CH:9][C:4]=2[N:3]=[CH:2]1. (3) Given the reactants C(OCC)(=O)C.[N:7]([CH:10]1[CH2:15][CH2:14][N:13]([CH2:16][C:17]2[CH:22]=[CH:21][CH:20]=[CH:19][CH:18]=2)[CH2:12][CH:11]1[OH:23])=[N+]=[N-].[S].[H][H], predict the reaction product. The product is: [NH2:7][CH:10]1[CH2:15][CH2:14][N:13]([CH2:16][C:17]2[CH:18]=[CH:19][CH:20]=[CH:21][CH:22]=2)[CH2:12][CH:11]1[OH:23].